Dataset: Reaction yield outcomes from USPTO patents with 853,638 reactions. Task: Predict the reaction yield, written as a fraction of the theoretical maximum amount of product (1.0 means a 100% yield; for example, 0.34 means a 34% yield). (1) The reactants are Br[C:2]1[N:3]=[C:4]([C:9]2[O:10][C:11]([C:14]([CH3:17])([CH3:16])[CH3:15])=[N:12][N:13]=2)[C:5]([NH2:8])=[N:6][CH:7]=1.C1(P(C2CCCCC2)C2C=CC=CC=2C2C(C(C)C)=CC(C(C)C)=CC=2C(C)C)CCCCC1.[C:52]([Zn]C#N)#[N:53]. The catalyst is CC(N(C)C)=O.C1C=CC(/C=C/C(/C=C/C2C=CC=CC=2)=O)=CC=1.C1C=CC(/C=C/C(/C=C/C2C=CC=CC=2)=O)=CC=1.C1C=CC(/C=C/C(/C=C/C2C=CC=CC=2)=O)=CC=1.[Pd].[Pd].[Zn]. The product is [NH2:8][C:5]1[N:6]=[CH:7][C:2]([C:52]#[N:53])=[N:3][C:4]=1[C:9]1[O:10][C:11]([C:14]([CH3:17])([CH3:16])[CH3:15])=[N:12][N:13]=1. The yield is 0.950. (2) The reactants are [CH2:1]([O:3][C:4](=[O:27])[CH2:5][CH2:6][N:7]1[CH2:16][CH2:15][C:14]2[C:9](=[CH:10][C:11]([O:19][CH3:20])=[C:12]([O:17][CH3:18])[CH:13]=2)[CH:8]1[CH2:21][C:22](OCC)=O)[CH3:2].CC[O-].[Na+].C(O)C.C([O-])(=O)C.[NH4+:39]. The catalyst is C1CCCCC1. The product is [CH2:1]([O:3][C:4]([C:5]1[CH2:6][N:7]2[CH2:16][CH2:15][C:14]3[C:9]([CH:8]2[CH2:21][C:22]=1[NH2:39])=[CH:10][C:11]([O:19][CH3:20])=[C:12]([O:17][CH3:18])[CH:13]=3)=[O:27])[CH3:2]. The yield is 0.660. (3) The reactants are [Br:1]N1C(=O)CCC1=O.C1(P(C2C=CC=CC=2)C2C=CC=CC=2)C=CC=CC=1.[Cl:28][C:29]1[CH:34]=[CH:33][C:32]([CH2:35][O:36][CH2:37][CH2:38]O)=[CH:31][CH:30]=1. The catalyst is C(Cl)Cl.[Al]. The product is [Br:1][CH2:38][CH2:37][O:36][CH2:35][C:32]1[CH:33]=[CH:34][C:29]([Cl:28])=[CH:30][CH:31]=1. The yield is 0.570. (4) The reactants are CC(C[AlH]CC(C)C)C.[F:10][C:11]1[CH:16]=[CH:15][C:14]([C:17]2[CH:22]=[CH:21][N:20]=[C:19]([C:23](OC)=[O:24])[N:18]=2)=[CH:13][CH:12]=1. The catalyst is C1(C)C=CC=CC=1. The product is [F:10][C:11]1[CH:12]=[CH:13][C:14]([C:17]2[CH:22]=[CH:21][N:20]=[C:19]([CH:23]=[O:24])[N:18]=2)=[CH:15][CH:16]=1. The yield is 0.102. (5) The product is [Br:1][C:2]1[S:3][C:4]2[CH:10]=[C:9]([C:11]([N:26]([CH3:27])[CH2:25][CH2:24][CH2:23][N:15]([CH3:14])[C:16](=[O:22])[O:17][C:18]([CH3:21])([CH3:19])[CH3:20])=[O:13])[CH:8]=[CH:7][C:5]=2[N:6]=1. The reactants are [Br:1][C:2]1[S:3][C:4]2[CH:10]=[C:9]([C:11]([OH:13])=O)[CH:8]=[CH:7][C:5]=2[N:6]=1.[CH3:14][N:15]([CH2:23][CH2:24][CH2:25][NH:26][CH3:27])[C:16](=[O:22])[O:17][C:18]([CH3:21])([CH3:20])[CH3:19].Cl.C(N=C=NCCCN(C)C)C. The yield is 0.770. No catalyst specified.